Dataset: Forward reaction prediction with 1.9M reactions from USPTO patents (1976-2016). Task: Predict the product of the given reaction. (1) Given the reactants [Si]([O:8][CH2:9][C:10]1([CH3:35])[S:16][CH2:15][CH2:14][N:13]2[C:17]([C:20]3([C:23]4[CH:28]=[CH:27][C:26]([C:29]5[CH:30]=[N:31][N:32]([CH3:34])[CH:33]=5)=[CH:25][CH:24]=4)[CH2:22][CH2:21]3)=[N:18][N:19]=[C:12]2[CH2:11]1)(C(C)(C)C)(C)C.Cl, predict the reaction product. The product is: [CH3:35][C:10]1([CH2:9][OH:8])[S:16][CH2:15][CH2:14][N:13]2[C:17]([C:20]3([C:23]4[CH:24]=[CH:25][C:26]([C:29]5[CH:30]=[N:31][N:32]([CH3:34])[CH:33]=5)=[CH:27][CH:28]=4)[CH2:22][CH2:21]3)=[N:18][N:19]=[C:12]2[CH2:11]1. (2) Given the reactants [NH2:1][C:2]1[CH:10]=[CH:9][C:5]2[N:6]=[CH:7][NH:8][C:4]=2[CH:3]=1.[C:11]([C:13]1[CH:18]=[CH:17][C:16]([C:19]2[NH:20][C:21]3[CH:27]=[C:26]([C:28]([O-:30])=O)[CH:25]=[CH:24][C:22]=3[N:23]=2)=[CH:15][CH:14]=1)#[N:12], predict the reaction product. The product is: [C:11]([C:13]1[CH:14]=[CH:15][C:16]([C:19]2[NH:20][C:21]3[CH:27]=[C:26]([C:28]([NH:1][C:2]4[CH:10]=[CH:9][C:5]5[NH:6][C:7]([C:16]6[CH:17]=[CH:18][C:13]([C:11]#[N:12])=[CH:14][CH:15]=6)=[N:8][C:4]=5[CH:3]=4)=[O:30])[CH:25]=[CH:24][C:22]=3[N:23]=2)=[CH:17][CH:18]=1)#[N:12]. (3) Given the reactants [NH2:1][CH2:2][C:3]1[CH:4]=[C:5]([N:9]2[C:13]([C:14]([OH:16])=[O:15])=[CH:12][C:11]([C:17]([F:20])([F:19])[F:18])=[N:10]2)[CH:6]=[CH:7][CH:8]=1.C(=O)([O-])[O-].[Na+].[Na+].[C:27](O[C:27]([O:29][C:30]([CH3:33])([CH3:32])[CH3:31])=[O:28])([O:29][C:30]([CH3:33])([CH3:32])[CH3:31])=[O:28], predict the reaction product. The product is: [C:30]([O:29][C:27]([NH:1][CH2:2][C:3]1[CH:4]=[C:5]([N:9]2[C:13]([C:14]([OH:16])=[O:15])=[CH:12][C:11]([C:17]([F:19])([F:20])[F:18])=[N:10]2)[CH:6]=[CH:7][CH:8]=1)=[O:28])([CH3:33])([CH3:32])[CH3:31]. (4) Given the reactants CC([O-])(C)C.[Na+].[C:7]1(Br)[CH:12]=[CH:11][CH:10]=[CH:9][CH:8]=1.[SH:14][C:15]([CH3:18])([CH3:17])[CH3:16], predict the reaction product. The product is: [C:7]1([S:14][C:15]([CH3:18])([CH3:17])[CH3:16])[CH:12]=[CH:11][CH:10]=[CH:9][CH:8]=1. (5) Given the reactants O[CH2:2][C:3]1[CH:12]=[N:11][C:10]2[N:9]3[CH2:13][CH2:14][CH2:15][CH2:16][C@H:8]3[C:7](=[O:17])[NH:6][C:5]=2[CH:4]=1.[I-].C(C[P+](C)(C)C)#N.CCN(C(C)C)C(C)C.Cl.[Cl:36][C:37]1[CH:38]=[C:39]([CH:45]=[CH:46][C:47]=1[N:48]1[CH2:53][CH2:52][NH:51][CH2:50][CH2:49]1)[C:40]([NH:42][CH2:43][CH3:44])=[O:41], predict the reaction product. The product is: [Cl:36][C:37]1[CH:38]=[C:39]([CH:45]=[CH:46][C:47]=1[N:48]1[CH2:49][CH2:50][N:51]([CH2:2][C:3]2[CH:12]=[N:11][C:10]3[N:9]4[CH2:13][CH2:14][CH2:15][CH2:16][C@H:8]4[C:7](=[O:17])[NH:6][C:5]=3[CH:4]=2)[CH2:52][CH2:53]1)[C:40]([NH:42][CH2:43][CH3:44])=[O:41]. (6) Given the reactants [Cl:1][C:2]1[CH:3]=[C:4]2[C:9](=[CH:10][CH:11]=1)[N:8]=[C:7]([C:12]#[N:13])[CH:6]=[CH:5]2.[NH2:14][OH:15].Cl.C([O-])(O)=O.[Na+], predict the reaction product. The product is: [Cl:1][C:2]1[CH:3]=[C:4]2[C:9](=[CH:10][CH:11]=1)[N:8]=[C:7]([C:12](=[N:14][OH:15])[NH2:13])[CH:6]=[CH:5]2. (7) Given the reactants [O-:1][C:2]#[N:3].[Na+].[C:5]1([CH3:15])[CH:10]=[CH:9][CH:8]=[C:7]([S:11](Cl)(=[O:13])=[O:12])[CH:6]=1.ClC1C=C(S(Cl)(=O)=O)C=CC=1.[NH2:27][C:28]1[CH:33]=[CH:32][CH:31]=[C:30]([Cl:34])[N:29]=1.[OH-].[Na+], predict the reaction product. The product is: [Cl:34][C:30]1[N:29]=[C:28]([NH:27][C:2]([NH:3][S:11]([C:7]2[CH:8]=[CH:9][CH:10]=[C:5]([CH3:15])[CH:6]=2)(=[O:13])=[O:12])=[O:1])[CH:33]=[CH:32][CH:31]=1. (8) Given the reactants [F:1][CH2:2][S:3]([C:6]1[CH:11]=[CH:10][CH:9]=[CH:8][CH:7]=1)(=[O:5])=[O:4].C([Li])CCC.[C:17]1(=[N:21][S:22]([C:24]([CH3:27])([CH3:26])[CH3:25])=[O:23])[CH2:20][CH2:19][CH2:18]1, predict the reaction product. The product is: [F:1][CH:2]([S:3]([C:6]1[CH:7]=[CH:8][CH:9]=[CH:10][CH:11]=1)(=[O:4])=[O:5])[C:17]1([NH:21][S:22]([C:24]([CH3:27])([CH3:26])[CH3:25])=[O:23])[CH2:18][CH2:19][CH2:20]1. (9) Given the reactants [OH:1][C:2]1[C:3]([CH3:11])=[C:4]([CH:8]=[CH:9][CH:10]=1)[C:5]([OH:7])=[O:6].OS(O)(=O)=O.[CH3:17]O, predict the reaction product. The product is: [OH:1][C:2]1[C:3]([CH3:11])=[C:4]([CH:8]=[CH:9][CH:10]=1)[C:5]([O:7][CH3:17])=[O:6]. (10) Given the reactants [NH:1](C(OC(C)(C)C)=O)[C@H:2]([C:11]([NH:13][C@@H:14]([C:24]([OH:26])=[O:25])[CH2:15][S:16][CH2:17][C:18]1[CH:23]=[CH:22][CH:21]=[CH:20][CH:19]=1)=[O:12])[CH2:3][C:4](=[O:10])[O:5]C(C)(C)C, predict the reaction product. The product is: [NH2:1][C@H:2]([C:11]([NH:13][C@@H:14]([C:24]([OH:26])=[O:25])[CH2:15][S:16][CH2:17][C:18]1[CH:19]=[CH:20][CH:21]=[CH:22][CH:23]=1)=[O:12])[CH2:3][C:4](=[O:5])[OH:10].